The task is: Predict the reaction yield, written as a fraction of the theoretical maximum amount of product (1.0 means a 100% yield; for example, 0.34 means a 34% yield).. This data is from Reaction yield outcomes from USPTO patents with 853,638 reactions. (1) The reactants are Br[C:2]1[N:3]=[C:4]2[C:10]([C:11]([NH:13]C(C)(C)CO)=[O:12])=[CH:9][N:8](COCC[Si](C)(C)C)[C:5]2=[N:6][CH:7]=1.[I-].[Na+].CN[C@@H]1CCCC[C@H]1NC.ClC1C=C2C(C=NN2)=CC=1.[O-]P([O-])([O-])=O.[K+].[K+].[K+]. The catalyst is C1(C)C=CC=CC=1.[Cu]I. The product is [N:3]1[CH:2]=[CH:7][N:6]=[C:5]2[NH:8][CH:9]=[C:10]([C:11]([NH2:13])=[O:12])[C:4]=12. The yield is 0.760. (2) The reactants are [OH:1][N:2]1[C:10](=[O:11])[C:9]2[C:4](=[CH:5][CH:6]=[CH:7][CH:8]=2)[C:3]1=[O:12].O[CH:14]1[CH2:18][N:17]([C:19]([O:21][C:22]([CH3:25])([CH3:24])[CH3:23])=[O:20])[N:16]([C:26]([O:28][C:29]([CH3:32])([CH3:31])[CH3:30])=[O:27])[CH2:15]1.C1(P(C2C=CC=CC=2)C2C=CC=CC=2)C=CC=CC=1.CC(OC(/N=N/C(OC(C)C)=O)=O)C. The catalyst is C1COCC1. The product is [O:12]=[C:3]1[C:4]2[C:9](=[CH:8][CH:7]=[CH:6][CH:5]=2)[C:10](=[O:11])[N:2]1[O:1][CH:14]1[CH2:15][N:16]([C:26]([O:28][C:29]([CH3:32])([CH3:31])[CH3:30])=[O:27])[N:17]([C:19]([O:21][C:22]([CH3:25])([CH3:24])[CH3:23])=[O:20])[CH2:18]1. The yield is 0.790.